From a dataset of Full USPTO retrosynthesis dataset with 1.9M reactions from patents (1976-2016). Predict the reactants needed to synthesize the given product. (1) Given the product [CH3:26][C:27]1([CH3:36])[C:35]2[C:30](=[CH:31][CH:32]=[CH:33][CH:34]=2)[N:29]([C:23]([C:19]2[N:20]=[CH:21][N:22]=[C:17]([N:14]3[CH2:13][CH2:12][CH:11]([N:3]4[C:4]5[C:5](=[N:6][CH:7]=[CH:8][CH:9]=5)[NH:10][C:2]4=[O:1])[CH2:16][CH2:15]3)[CH:18]=2)=[O:25])[CH2:28]1, predict the reactants needed to synthesize it. The reactants are: [O:1]=[C:2]1[NH:10][C:5]2=[N:6][CH:7]=[CH:8][CH:9]=[C:4]2[N:3]1[CH:11]1[CH2:16][CH2:15][N:14]([C:17]2[N:22]=[CH:21][N:20]=[C:19]([C:23]([OH:25])=O)[CH:18]=2)[CH2:13][CH2:12]1.[CH3:26][C:27]1([CH3:36])[C:35]2[C:30](=[CH:31][CH:32]=[CH:33][CH:34]=2)[NH:29][CH2:28]1.CN(C(ON1N=NC2C=CC=CC1=2)=[N+](C)C)C.[B-](F)(F)(F)F.C(N(CC)CC)C. (2) Given the product [Br:14][C:12]1[CH:11]=[CH:10][C:9]2[N:8]([N:7]=[C:6]([C:15]([CH3:18])([CH3:17])[CH3:16])[CH:5]=2)[CH:13]=1, predict the reactants needed to synthesize it. The reactants are: COC([C:5]1[C:6]([C:15]([CH3:18])([CH3:17])[CH3:16])=[N:7][N:8]2[CH:13]=[C:12]([Br:14])[CH:11]=[CH:10][C:9]=12)=O.[OH-].[Na+]. (3) Given the product [NH:14]1[C:15]2[C:11](=[CH:10][C:9]([NH:8][C:25]3[C:30]([OH:31])=[CH:29][N:28]=[C:27]([C:33]4[CH:34]=[C:35]([CH:36]=[CH:37][CH:38]=4)[O:39][CH2:40][C:41]([NH:43][CH:44]([CH3:46])[CH3:45])=[O:42])[N:26]=3)=[CH:17][CH:16]=2)[CH:12]=[N:13]1, predict the reactants needed to synthesize it. The reactants are: C(OC([N:8]([C:25]1[C:30]([O:31]C)=[CH:29][N:28]=[C:27]([C:33]2[CH:38]=[CH:37][CH:36]=[C:35]([O:39][CH2:40][C:41]([NH:43][CH:44]([CH3:46])[CH3:45])=[O:42])[CH:34]=2)[N:26]=1)[C:9]1[CH:10]=[C:11]2[C:15](=[CH:16][CH:17]=1)[N:14](C(OC(C)(C)C)=O)[N:13]=[CH:12]2)=O)(C)(C)C.Cl.N1C=CC=CC=1.N.O.